Predict which catalyst facilitates the given reaction. From a dataset of Catalyst prediction with 721,799 reactions and 888 catalyst types from USPTO. Reactant: C([O:3][C:4]([C:6]1[CH:7]=[CH:8][C:9]2[N:10]([C:12]([CH2:15][C:16]3[CH:17]=[C:18]4[C:22](=[CH:23][CH:24]=3)[N:21]([CH3:25])[N:20]=[CH:19]4)=[CH:13][N:14]=2)[N:11]=1)=[CH2:5])C.Cl. Product: [CH3:25][N:21]1[C:22]2[C:18](=[CH:17][C:16]([CH2:15][C:12]3[N:10]4[N:11]=[C:6]([C:4](=[O:3])[CH3:5])[CH:7]=[CH:8][C:9]4=[N:14][CH:13]=3)=[CH:24][CH:23]=2)[CH:19]=[N:20]1. The catalyst class is: 52.